Dataset: Forward reaction prediction with 1.9M reactions from USPTO patents (1976-2016). Task: Predict the product of the given reaction. (1) Given the reactants [N+:1]([C:4]1[CH:5]=[N:6][C:7]2[CH2:8][CH2:9][C:10](=[O:14])[CH2:11][C:12]=2[CH:13]=1)([O-:3])=[O:2].[BH4-].[Na+].C([O-])(O)=O.[Na+], predict the reaction product. The product is: [N+:1]([C:4]1[CH:5]=[N:6][C:7]2[CH2:8][CH2:9][CH:10]([OH:14])[CH2:11][C:12]=2[CH:13]=1)([O-:3])=[O:2]. (2) Given the reactants [CH2:1]([O:3][C:4](=[O:17])[CH:5]([N:7]1[C:15]2[C:10](=[CH:11][CH:12]=[C:13]([OH:16])[CH:14]=2)[CH:9]=[CH:8]1)[CH3:6])[CH3:2].[F:18][C:19]([F:40])([F:39])[CH2:20][N:21]1[C:25]([CH2:26]O)=[CH:24][C:23]([C:28]2[CH:33]=[CH:32][C:31]([O:34][C:35]([F:38])([F:37])[F:36])=[CH:30][CH:29]=2)=[N:22]1.CN(C)C(N=NC(N(C)C)=O)=O.C(P(CCCC)CCCC)CCC, predict the reaction product. The product is: [CH2:1]([O:3][C:4](=[O:17])[CH:5]([N:7]1[C:15]2[C:10](=[CH:11][CH:12]=[C:13]([O:16][CH2:26][C:25]3[N:21]([CH2:20][C:19]([F:39])([F:18])[F:40])[N:22]=[C:23]([C:28]4[CH:33]=[CH:32][C:31]([O:34][C:35]([F:37])([F:38])[F:36])=[CH:30][CH:29]=4)[CH:24]=3)[CH:14]=2)[CH:9]=[CH:8]1)[CH3:6])[CH3:2]. (3) Given the reactants Cl[C:2]1[CH:7]=[CH:6][N:5]=[C:4]2[CH:8]=[C:9]([C:11]3[N:16]=[C:15]([C:17]([N:19]4[CH2:24][CH2:23][N:22]([CH3:25])[CH2:21][CH2:20]4)=[O:18])[CH:14]=[CH:13][CH:12]=3)[S:10][C:3]=12.[CH3:26][C:27]1[NH:28][C:29]2[C:34]([CH:35]=1)=[CH:33][C:32]([NH2:36])=[CH:31][CH:30]=2, predict the reaction product. The product is: [CH3:26][C:27]1[NH:28][C:29]2[C:34]([CH:35]=1)=[CH:33][C:32]([NH:36][C:2]1[CH:7]=[CH:6][N:5]=[C:4]3[CH:8]=[C:9]([C:11]4[N:16]=[C:15]([C:17]([N:19]5[CH2:24][CH2:23][N:22]([CH3:25])[CH2:21][CH2:20]5)=[O:18])[CH:14]=[CH:13][CH:12]=4)[S:10][C:3]=13)=[CH:31][CH:30]=2. (4) Given the reactants [CH3:1][C:2]1[C:3](=[O:8])[NH:4][CH:5]=[CH:6][N:7]=1.[CH2:9]([NH:16][C:17]([C:19]1[S:23][C:22](Br)=[N:21][C:20]=1[CH3:25])=[O:18])[C:10]1[CH:15]=[CH:14][CH:13]=[CH:12][CH:11]=1, predict the reaction product. The product is: [CH2:9]([NH:16][C:17]([C:19]1[S:23][C:22]([N:4]2[CH:5]=[CH:6][N:7]=[C:2]([CH3:1])[C:3]2=[O:8])=[N:21][C:20]=1[CH3:25])=[O:18])[C:10]1[CH:11]=[CH:12][CH:13]=[CH:14][CH:15]=1. (5) Given the reactants C(O[C:6]([N:8]1[CH2:13][CH2:12][CH:11]([NH:14][C:15]2[CH:20]=[CH:19][C:18]([O:21][CH2:22][C:23]3[CH:28]=[CH:27][CH:26]=[CH:25][CH:24]=3)=[CH:17][CH:16]=2)[CH2:10][CH2:9]1)=[O:7])(C)(C)C.C([N:32]([CH2:36][CH3:37])C(C)C)(C)C.Br[CH2:39][CH:40]=[C:41]([CH3:43])[CH3:42].[CH2:44]1[CH2:48]OC[CH2:45]1, predict the reaction product. The product is: [NH2:32][C@@H:36]([CH2:37][CH:44]([CH3:48])[CH3:45])[C:6]([N:8]1[CH2:9][CH2:10][CH:11]([N:14]([C:15]2[CH:20]=[CH:19][C:18]([O:21][CH2:22][C:23]3[CH:24]=[CH:25][CH:26]=[CH:27][CH:28]=3)=[CH:17][CH:16]=2)[CH2:39][CH:40]=[C:41]([CH3:43])[CH3:42])[CH2:12][CH2:13]1)=[O:7]. (6) Given the reactants [NH:1]([N:12]1[CH2:17][CH2:16][O:15][CH2:14][CH2:13]1)[C@H:2]([C:5]([O:7][C:8]([CH3:11])([CH3:10])[CH3:9])=[O:6])[CH2:3][OH:4].[C:18](=O)([O:23]C1C2N=NNC=2C=CC=1)[O:19][CH2:20][CH:21]=[CH2:22], predict the reaction product. The product is: [NH:1]([N:12]1[CH2:17][CH2:16][O:15][CH2:14][CH2:13]1)[C@H:2]([C:5]([O:7][C:8]([CH3:11])([CH3:9])[CH3:10])=[O:6])[CH2:3][O:4][C:18]([O:19][CH2:20][CH:21]=[CH2:22])=[O:23].